Dataset: Forward reaction prediction with 1.9M reactions from USPTO patents (1976-2016). Task: Predict the product of the given reaction. (1) Given the reactants [Cl:1][C:2]1[CH:3]=[CH:4][C:5]([C:30]#[N:31])=[C:6]([C:8]2[C:13]([O:14][CH3:15])=[CH:12][N:11]([CH:16]([CH2:24][C:25]3([CH3:28])[CH2:27][CH2:26]3)[C:17]([O:19]C(C)(C)C)=[O:18])[C:10](=[O:29])[CH:9]=2)[CH:7]=1.C(O)(C(F)(F)F)=O, predict the reaction product. The product is: [Cl:1][C:2]1[CH:3]=[CH:4][C:5]([C:30]#[N:31])=[C:6]([C:8]2[C:13]([O:14][CH3:15])=[CH:12][N:11]([CH:16]([CH2:24][C:25]3([CH3:28])[CH2:27][CH2:26]3)[C:17]([OH:19])=[O:18])[C:10](=[O:29])[CH:9]=2)[CH:7]=1. (2) Given the reactants Br[C:2]1[CH:3]=[C:4]([NH:9][S:10]([CH3:13])(=[O:12])=[O:11])[C:5]([Cl:8])=[N:6][CH:7]=1.CC1(C)C(C)(C)[O:18][B:17](B2OC(C)(C)C(C)(C)O2)[O:16]1.C([O-])(=O)C.[K+], predict the reaction product. The product is: [Cl:8][C:5]1[N:6]=[CH:7][C:2]([B:17]([OH:18])[OH:16])=[CH:3][C:4]=1[NH:9][S:10]([CH3:13])(=[O:12])=[O:11]. (3) Given the reactants [CH3:1][C@H:2]([NH:7][C:8]([C:10]1[C:18]2[C:13](=[N:14][CH:15]=[C:16]([C:19]3[S:20][C:21]([C:24](=[O:28])[NH:25][CH2:26][CH3:27])=[CH:22][CH:23]=3)[N:17]=2)[N:12](COCC[Si](C)(C)C)[CH:11]=1)=[O:9])[C:3]([CH3:6])([CH3:5])[CH3:4], predict the reaction product. The product is: [CH3:1][C@H:2]([NH:7][C:8]([C:10]1[C:18]2[C:13](=[N:14][CH:15]=[C:16]([C:19]3[S:20][C:21]([C:24](=[O:28])[NH:25][CH2:26][CH3:27])=[CH:22][CH:23]=3)[N:17]=2)[NH:12][CH:11]=1)=[O:9])[C:3]([CH3:6])([CH3:5])[CH3:4]. (4) Given the reactants [NH2:1][C:2]1[CH:3]=[CH:4][CH:5]=[C:6]2[C:11]=1[N:10]=[CH:9][CH:8]=[CH:7]2.[CH3:12][C:13]1[CH:14]=[CH:15][C:16]([N+:23]([O-:25])=[O:24])=[C:17]([S:19](Cl)(=[O:21])=[O:20])[CH:18]=1.N1C=CC=CC=1, predict the reaction product. The product is: [CH3:12][C:13]1[CH:14]=[CH:15][C:16]([N+:23]([O-:25])=[O:24])=[C:17]([S:19]([NH:1][C:2]2[CH:3]=[CH:4][CH:5]=[C:6]3[C:11]=2[N:10]=[CH:9][CH:8]=[CH:7]3)(=[O:20])=[O:21])[CH:18]=1. (5) Given the reactants [Cl:1][C:2]1[CH:11]=[C:10]([Cl:12])[C:9]([C:13]2[CH:18]=[CH:17][C:16]([F:19])=[CH:15][N:14]=2)=[CH:8][C:3]=1[C:4]([O:6]C)=[O:5].[OH-].[Na+], predict the reaction product. The product is: [ClH:1].[Cl:1][C:2]1[CH:11]=[C:10]([Cl:12])[C:9]([C:13]2[CH:18]=[CH:17][C:16]([F:19])=[CH:15][N:14]=2)=[CH:8][C:3]=1[C:4]([OH:6])=[O:5]. (6) Given the reactants [F:1][C:2]1[CH:11]=[C:10]2[C:5]([CH:6]=[C:7]([CH:22]([NH2:24])[CH3:23])[C:8]([C:12]3[CH:17]=[CH:16][CH:15]=[CH:14][C:13]=3[S:18]([CH3:21])(=[O:20])=[O:19])=[N:9]2)=[N:4][CH:3]=1.[NH2:25][C:26]1[C:31]([C:32]#[N:33])=[C:30](Cl)[N:29]=[CH:28][N:27]=1.C(N(C(C)C)CC)(C)C.O, predict the reaction product. The product is: [NH2:25][C:26]1[C:31]([C:32]#[N:33])=[C:30]([NH:24][CH:22]([C:7]2[C:8]([C:12]3[CH:17]=[CH:16][CH:15]=[CH:14][C:13]=3[S:18]([CH3:21])(=[O:20])=[O:19])=[N:9][C:10]3[C:5]([CH:6]=2)=[N:4][CH:3]=[C:2]([F:1])[CH:11]=3)[CH3:23])[N:29]=[CH:28][N:27]=1. (7) Given the reactants [NH2:1][CH2:2][CH2:3][CH2:4][CH2:5][NH:6][C:7](=[O:13])[O:8][C:9]([CH3:12])([CH3:11])[CH3:10].Cl.Cl[C:16]1[C:25]2[C:20](=[CH:21][CH:22]=[CH:23][CH:24]=2)[N:19]=[CH:18][C:17]=1[N+:26]([O-:28])=[O:27], predict the reaction product. The product is: [N+:26]([C:17]1[CH:18]=[N:19][C:20]2[C:25]([C:16]=1[NH:1][CH2:2][CH2:3][CH2:4][CH2:5][NH:6][C:7](=[O:13])[O:8][C:9]([CH3:10])([CH3:12])[CH3:11])=[CH:24][CH:23]=[CH:22][CH:21]=2)([O-:28])=[O:27].